Task: Regression/Classification. Given a drug SMILES string, predict its absorption, distribution, metabolism, or excretion properties. Task type varies by dataset: regression for continuous measurements (e.g., permeability, clearance, half-life) or binary classification for categorical outcomes (e.g., BBB penetration, CYP inhibition). For this dataset (solubility_aqsoldb), we predict Y.. Dataset: Aqueous solubility values for 9,982 compounds from the AqSolDB database The drug is Nc1ncnc2nc[nH]c12. The Y is -2.12 log mol/L.